Dataset: Full USPTO retrosynthesis dataset with 1.9M reactions from patents (1976-2016). Task: Predict the reactants needed to synthesize the given product. (1) Given the product [OH:1][CH:2]1[CH2:6][CH2:5][N:4]([S:7]([NH2:10])(=[O:9])=[O:8])[CH2:3]1, predict the reactants needed to synthesize it. The reactants are: [OH:1][CH:2]1[CH2:6][CH2:5][N:4]([S:7]([NH:10]C(=O)OCC2C=CC=CC=2)(=[O:9])=[O:8])[CH2:3]1. (2) Given the product [N:13]1[CH:18]=[CH:17][C:16]([CH2:19][NH:20][S:7]([C:4]2[S:5][CH:6]=[C:2]([Br:1])[CH:3]=2)(=[O:9])=[O:8])=[CH:15][N:14]=1, predict the reactants needed to synthesize it. The reactants are: [Br:1][C:2]1[CH:3]=[C:4]([S:7](Cl)(=[O:9])=[O:8])[S:5][CH:6]=1.Cl.Cl.[N:13]1[CH:18]=[CH:17][C:16]([CH2:19][NH2:20])=[CH:15][N:14]=1.C(N(CC)C(C)C)(C)C.C(=O)([O-])O.[Na+]. (3) The reactants are: [CH3:1][O:2][C:3]1[CH:12]=[C:11]([O:13][CH3:14])[CH:10]=[CH:9][C:4]=1[C:5]([NH:7][NH2:8])=[O:6].[CH2:15]([N:19]=[C:20]=[S:21])[CH:16]([CH3:18])[CH3:17]. Given the product [CH3:1][O:2][C:3]1[CH:12]=[C:11]([O:13][CH3:14])[CH:10]=[CH:9][C:4]=1[C:5]([NH:7][NH:8][C:20]([NH:19][CH2:15][CH:16]([CH3:18])[CH3:17])=[S:21])=[O:6], predict the reactants needed to synthesize it. (4) Given the product [C:35]([O:39][C:40](=[O:41])[N:42]([C@@H:43]([CH3:44])[C:45]([NH:3][C@@H:4]([CH:29]1[CH2:30][CH2:31][O:32][CH2:33][CH2:34]1)[C:5]([N:7]1[C@H:12]([C:13](=[O:14])[NH:15][C@H:16]2[C:25]3[C:20](=[CH:21][CH:22]=[CH:23][CH:24]=3)[O:19][CH2:18][CH2:17]2)[CH2:11][N:10]2[CH2:26][CH2:27][CH2:28][C@@H:9]2[CH2:8]1)=[O:6])=[O:46])[CH3:48])([CH3:38])([CH3:36])[CH3:37], predict the reactants needed to synthesize it. The reactants are: Cl.Cl.[NH2:3][C@@H:4]([CH:29]1[CH2:34][CH2:33][O:32][CH2:31][CH2:30]1)[C:5]([N:7]1[C@H:12]([C:13]([NH:15][C@H:16]2[C:25]3[C:20](=[CH:21][CH:22]=[CH:23][CH:24]=3)[O:19][CH2:18][CH2:17]2)=[O:14])[CH2:11][N:10]2[CH2:26][CH2:27][CH2:28][C@@H:9]2[CH2:8]1)=[O:6].[C:35]([O:39][C:40]([N:42]([CH3:48])[C@H:43]([C:45](O)=[O:46])[CH3:44])=[O:41])([CH3:38])([CH3:37])[CH3:36].F[P-](F)(F)(F)(F)F.N1(OC(N(C)C)=[N+](C)C)C2N=CC=CC=2N=N1.C(N(CC)C(C)C)(C)C. (5) Given the product [CH:2]([C:4]1[C:5]([CH:6]([CH3:8])[CH3:7])=[CH:10][N:16]=[CH:14][N:15]=1)([CH3:3])[CH3:1], predict the reactants needed to synthesize it. The reactants are: [CH3:1][CH:2]([C:4](=O)[CH2:5][CH:6]([CH3:8])[CH3:7])[CH3:3].[C:10](O)(=O)C.[CH:14]([NH2:16])=[NH:15]. (6) Given the product [CH2:1]([O:3][C:4](=[O:18])[C:5]([OH:17])([C:26]([F:28])([F:27])[F:25])[CH2:6][C:7]([C:10]1[CH:15]=[CH:14][CH:13]=[C:12]([F:16])[CH:11]=1)([CH3:9])[CH3:8])[CH3:2], predict the reactants needed to synthesize it. The reactants are: [CH2:1]([O:3][C:4](=[O:18])[C:5](=[O:17])[CH2:6][C:7]([C:10]1[CH:15]=[CH:14][CH:13]=[C:12]([F:16])[CH:11]=1)([CH3:9])[CH3:8])[CH3:2].C(=O)([O-])[O-].[Cs+].[Cs+].[F:25][C:26]([Si](C)(C)C)([F:28])[F:27].[F-].C([N+](CCCC)(CCCC)CCCC)CCC.S(=O)(=O)(O)O. (7) Given the product [CH2:28]([O:27][C:24]1[CH:23]=[CH:22][C:21]([C:14]([NH:13][C:4](=[O:5])[CH2:3][C:1]#[N:2])([CH3:20])[CH2:15][C:16]([O:18][CH3:19])=[O:17])=[CH:26][CH:25]=1)[CH2:29][CH2:30][CH3:31], predict the reactants needed to synthesize it. The reactants are: [C:1]([CH2:3][C:4](O)=[O:5])#[N:2].C(Cl)(=O)C(Cl)=O.[NH2:13][C:14]([C:21]1[CH:26]=[CH:25][C:24]([O:27][CH2:28][CH2:29][CH2:30][CH3:31])=[CH:23][CH:22]=1)([CH3:20])[CH2:15][C:16]([O:18][CH3:19])=[O:17].N1C=CC=CC=1. (8) Given the product [N:34]1([C:32]([C:29]2[CH:28]=[CH:27][C:26]([NH:25][C:2]3[C:3]4[NH:15][N:14]=[CH:13][C:4]=4[N:5]=[C:6]([C:8]4[S:9][CH:10]=[CH:11][CH:12]=4)[N:7]=3)=[CH:31][CH:30]=2)=[O:33])[CH2:35][CH2:36][CH2:37][CH2:38]1, predict the reactants needed to synthesize it. The reactants are: Cl[C:2]1[C:3]2[C:4](=[CH:13][N:14](CC3C=CC(OC)=CC=3)[N:15]=2)[N:5]=[C:6]([C:8]2[S:9][CH:10]=[CH:11][CH:12]=2)[N:7]=1.[NH2:25][C:26]1[CH:31]=[CH:30][C:29]([C:32]([N:34]2[CH2:38][CH2:37][CH2:36][CH2:35]2)=[O:33])=[CH:28][CH:27]=1.Cl. (9) Given the product [CH2:1]([N:8]1[C:16]([C:17]2[CH:18]=[C:19]([CH:20]=[CH:21][CH:22]=2)[O:23][CH2:40][C:37]2[CH:36]=[CH:35][C:34]([C:31]([CH3:33])([CH3:32])[C:30]([OH:42])=[O:29])=[CH:39][CH:38]=2)=[C:15]2[C:10]([C:11]([C:24]([F:27])([F:25])[F:26])=[CH:12][CH:13]=[CH:14]2)=[N:9]1)[C:2]1[CH:7]=[CH:6][CH:5]=[CH:4][CH:3]=1, predict the reactants needed to synthesize it. The reactants are: [CH2:1]([N:8]1[C:16]([C:17]2[CH:18]=[C:19]([OH:23])[CH:20]=[CH:21][CH:22]=2)=[C:15]2[C:10]([C:11]([C:24]([F:27])([F:26])[F:25])=[CH:12][CH:13]=[CH:14]2)=[N:9]1)[C:2]1[CH:7]=[CH:6][CH:5]=[CH:4][CH:3]=1.C[O:29][C:30](=[O:42])[C:31]([C:34]1[CH:39]=[CH:38][C:37]([CH2:40]Br)=[CH:36][CH:35]=1)([CH3:33])[CH3:32].C(=O)([O-])[O-].[K+].[K+].C1(C)C=CC(CC(O)=O)=CC=1.S(=O)(=O)(O)O.[H-].[Na+].CI.C1C(=O)N(Br)C(=O)C1.C(OOC(=O)C1C=CC=CC=1)(=O)C1C=CC=CC=1.[Li+].[OH-]. (10) Given the product [Cl:17][C:18]1[CH:23]=[C:22]([S:24]([CH2:27][C:28]2[CH:29]=[CH:30][C:31]([F:34])=[CH:32][CH:33]=2)(=[O:26])=[O:25])[CH:21]=[CH:20][C:19]=1[O:1][C:2]1[CH:3]=[C:4]([CH:12]([CH3:16])[C:13]([OH:15])=[O:14])[CH:5]=[C:6]([C:8]([F:9])([F:10])[F:11])[CH:7]=1, predict the reactants needed to synthesize it. The reactants are: [OH:1][C:2]1[CH:3]=[C:4]([CH:12]([CH3:16])[C:13]([OH:15])=[O:14])[CH:5]=[C:6]([C:8]([F:11])([F:10])[F:9])[CH:7]=1.[Cl:17][C:18]1[CH:23]=[C:22]([S:24]([CH2:27][C:28]2[CH:33]=[CH:32][C:31]([F:34])=[CH:30][CH:29]=2)(=[O:26])=[O:25])[CH:21]=[CH:20][C:19]=1F.